From a dataset of Reaction yield outcomes from USPTO patents with 853,638 reactions. Predict the reaction yield, written as a fraction of the theoretical maximum amount of product (1.0 means a 100% yield; for example, 0.34 means a 34% yield). (1) The reactants are [NH2:1][CH2:2][CH2:3][C:4]1[CH:35]=[CH:34][C:7]([O:8][CH2:9][CH2:10][C:11]2[CH:16]=[CH:15][C:14]([OH:17])=[C:13]([C@@H:18]([C:28]3[CH:33]=[CH:32][CH:31]=[CH:30][CH:29]=3)[CH2:19][CH2:20][N:21]([CH:25]([CH3:27])[CH3:26])[CH:22]([CH3:24])[CH3:23])[CH:12]=2)=[CH:6][CH:5]=1.[CH:36]1([C:41](O)=[O:42])[CH2:40][CH2:39][CH2:38][CH2:37]1. No catalyst specified. The product is [CH:22]([N:21]([CH:25]([CH3:26])[CH3:27])[CH2:20][CH2:19][C@@H:18]([C:13]1[CH:12]=[C:11]([CH2:10][CH2:9][O:8][C:7]2[CH:6]=[CH:5][C:4]([CH2:3][CH2:2][NH:1][C:41]([CH:36]3[CH2:40][CH2:39][CH2:38][CH2:37]3)=[O:42])=[CH:35][CH:34]=2)[CH:16]=[CH:15][C:14]=1[OH:17])[C:28]1[CH:29]=[CH:30][CH:31]=[CH:32][CH:33]=1)([CH3:24])[CH3:23]. The yield is 0.420. (2) The reactants are Br[C:2]1[C:3]([O:13][CH3:14])=[C:4]([C:10](=[O:12])[CH3:11])[CH:5]=[C:6]([Cl:9])[C:7]=1[CH3:8].[CH3:15][S:16]([C:19]1[CH:20]=[C:21](B(O)O)[CH:22]=[N:23][CH:24]=1)(=[O:18])=[O:17].C(=O)([O-])[O-].[Na+].[Na+]. The catalyst is C1C=CC([P]([Pd]([P](C2C=CC=CC=2)(C2C=CC=CC=2)C2C=CC=CC=2)([P](C2C=CC=CC=2)(C2C=CC=CC=2)C2C=CC=CC=2)[P](C2C=CC=CC=2)(C2C=CC=CC=2)C2C=CC=CC=2)(C2C=CC=CC=2)C2C=CC=CC=2)=CC=1.O1CCOCC1. The product is [Cl:9][C:6]1[C:7]([CH3:8])=[C:2]([C:21]2[CH:22]=[N:23][CH:24]=[C:19]([S:16]([CH3:15])(=[O:18])=[O:17])[CH:20]=2)[C:3]([O:13][CH3:14])=[C:4]([C:10](=[O:12])[CH3:11])[CH:5]=1. The yield is 0.710. (3) The reactants are [Br:1][C:2]1[CH:10]=[C:6]([C:7]([OH:9])=O)[C:5]([OH:11])=[CH:4][CH:3]=1.[NH2:12][C:13]1[O:14][C:15]([C:23]2[O:24][CH:25]=[CH:26][CH:27]=2)=[C:16]([C:18]2[O:19][CH:20]=[CH:21][CH:22]=2)[N:17]=1. No catalyst specified. The product is [Br:1][C:2]1[CH:3]=[CH:4][C:5]([OH:11])=[C:6]([CH:10]=1)[C:7]([NH:12][C:13]1[O:14][C:15]([C:23]2[O:24][CH:25]=[CH:26][CH:27]=2)=[C:16]([C:18]2[O:19][CH:20]=[CH:21][CH:22]=2)[N:17]=1)=[O:9]. The yield is 0.129. (4) The reactants are C(OC([N:11]1[CH2:16][CH2:15][N:14]([C:17]2[C:25]3[S:24][C:23]([NH:26][C:27]([C:29]4[S:30][C:31]([CH3:34])=[CH:32][CH:33]=4)=[O:28])=[N:22][C:21]=3[C:20]([O:35][CH3:36])=[CH:19][CH:18]=2)[CH2:13][CH2:12]1)=O)C1C=CC=CC=1.B(F)(F)F.CCOCC.C(S)C. The yield is 0.580. The product is [CH3:36][O:35][C:20]1[C:21]2[N:22]=[C:23]([NH:26][C:27]([C:29]3[S:30][C:31]([CH3:34])=[CH:32][CH:33]=3)=[O:28])[S:24][C:25]=2[C:17]([N:14]2[CH2:13][CH2:12][NH:11][CH2:16][CH2:15]2)=[CH:18][CH:19]=1. The catalyst is ClCCl. (5) The reactants are [C:1]([O:5][C:6]([N:8]1[CH2:13][CH2:12][N:11]([C:14]2[CH:19]=[CH:18][C:17]([C:20]3[O:24][C:23]([C:25]4[CH:33]=[C:32]5[C:28]([CH:29]=[CH:30][NH:31]5)=[CH:27][CH:26]=4)=[N:22][C:21]=3[C:34](O)=[O:35])=[CH:16][CH:15]=2)[CH2:10][CH2:9]1)=[O:7])([CH3:4])([CH3:3])[CH3:2].F[P-](F)(F)(F)(F)F.[N:44]1(OC(N(C)C)=[N+](C)C)C2N=CC=CC=2N=N1.C(N(C(C)C)CC)(C)C.N.O1CCOCC1. The catalyst is CN(C=O)C. The product is [C:34]([C:21]1[N:22]=[C:23]([C:25]2[CH:33]=[C:32]3[C:28]([CH:29]=[CH:30][NH:31]3)=[CH:27][CH:26]=2)[O:24][C:20]=1[C:17]1[CH:16]=[CH:15][C:14]([N:11]2[CH2:12][CH2:13][N:8]([C:6]([O:5][C:1]([CH3:3])([CH3:2])[CH3:4])=[O:7])[CH2:9][CH2:10]2)=[CH:19][CH:18]=1)(=[O:35])[NH2:44]. The yield is 0.460.